Dataset: Catalyst prediction with 721,799 reactions and 888 catalyst types from USPTO. Task: Predict which catalyst facilitates the given reaction. (1) Reactant: [CH3:1][O:2][C:3]1[CH:11]=[CH:10][CH:9]=[C:8]2[C:4]=1[CH2:5][CH2:6][C:7]2=O.[NH2:13][OH:14].Cl.C([O-])(=O)C.[Na+]. Product: [CH3:1][O:2][C:3]1[CH:11]=[CH:10][CH:9]=[C:8]2[C:4]=1[CH2:5][CH2:6][C:7]2=[N:13][OH:14]. The catalyst class is: 5. (2) Reactant: [CH2:1]([O:3][C:4](=[O:15])[CH2:5][CH:6]([C:11](=O)[CH2:12][CH3:13])[C:7](=O)[CH2:8][CH3:9])[CH3:2].O.[NH2:17][NH2:18]. Product: [CH2:1]([O:3][C:4](=[O:15])[CH2:5][C:6]1[C:11]([CH2:12][CH3:13])=[N:17][NH:18][C:7]=1[CH2:8][CH3:9])[CH3:2]. The catalyst class is: 8.